Dataset: Full USPTO retrosynthesis dataset with 1.9M reactions from patents (1976-2016). Task: Predict the reactants needed to synthesize the given product. (1) Given the product [NH2:63][C:58]1[CH:59]=[CH:60][CH:61]=[CH:62][C:57]=1[NH:64][C:28](=[O:30])[C:27]1[CH:26]=[CH:25][C:24]([NH:23][C:19]2[N:18]=[C:17]([C:16]3[N:5]4[CH:6]=[CH:7][C:8]([N:10]5[CH2:11][CH2:12][O:13][CH2:14][CH2:15]5)=[CH:9][C:4]4=[N:3][C:2]=3[CH3:1])[CH:22]=[CH:21][N:20]=2)=[CH:32][CH:31]=1, predict the reactants needed to synthesize it. The reactants are: [CH3:1][C:2]1[N:3]=[C:4]2[CH:9]=[C:8]([N:10]3[CH2:15][CH2:14][O:13][CH2:12][CH2:11]3)[CH:7]=[CH:6][N:5]2[C:16]=1[C:17]1[CH:22]=[CH:21][N:20]=[C:19]([NH:23][C:24]2[CH:32]=[CH:31][C:27]([C:28]([OH:30])=O)=[CH:26][CH:25]=2)[N:18]=1.F[P-](F)(F)(F)(F)F.N1(OC(N(C)C)=[N+](C)C)C2N=CC=CC=2N=N1.[C:57]1([NH2:64])[CH:62]=[CH:61][CH:60]=[CH:59][C:58]=1[NH2:63].CCN(C(C)C)C(C)C. (2) Given the product [F:26][C:27]1[CH:28]=[C:29]([CH2:37][C:38]([NH:1][C:2]2[C:11]([CH3:12])=[CH:10][CH:9]=[C:8]3[C:3]=2[CH:4]=[CH:5][N:6]([C@H:14]2[CH2:18][CH2:17][N:16]([C:19]([O:21][C:22]([CH3:25])([CH3:24])[CH3:23])=[O:20])[CH2:15]2)[C:7]3=[O:13])=[O:39])[CH:30]=[CH:31][C:32]=1[C:33]([F:35])([F:36])[F:34], predict the reactants needed to synthesize it. The reactants are: [NH2:1][C:2]1[C:11]([CH3:12])=[CH:10][CH:9]=[C:8]2[C:3]=1[CH:4]=[CH:5][N:6]([C@H:14]1[CH2:18][CH2:17][N:16]([C:19]([O:21][C:22]([CH3:25])([CH3:24])[CH3:23])=[O:20])[CH2:15]1)[C:7]2=[O:13].[F:26][C:27]1[CH:28]=[C:29]([CH2:37][C:38](O)=[O:39])[CH:30]=[CH:31][C:32]=1[C:33]([F:36])([F:35])[F:34].F[P-](F)(F)(F)(F)F.C[N+](C)=C(N(C)C)ON1C2N=CC=CC=2N=N1.C(N(CC)C(C)C)(C)C.CN(C)C=O. (3) Given the product [Cl:21][C:10]1[O:9][N:8]=[C:7]([C:1]2[CH:6]=[CH:5][CH:4]=[CH:3][CH:2]=2)[N:11]=1, predict the reactants needed to synthesize it. The reactants are: [C:1]1([C:7]2[NH:11][C:10](=O)[O:9][N:8]=2)[CH:6]=[CH:5][CH:4]=[CH:3][CH:2]=1.N1C=CC=CC=1.P(Cl)(Cl)([Cl:21])=O. (4) Given the product [Cl:1][C:2]1[CH:3]=[CH:4][C:5]([C:8]2[C:12]([CH2:13][O:14][C:15]3[CH:23]=[CH:22][C:18]([C:19]([NH:25][C@@H:26]([CH3:29])[CH2:27][OH:28])=[O:21])=[CH:17][N:16]=3)=[C:11]([CH3:24])[O:10][N:9]=2)=[CH:6][CH:7]=1, predict the reactants needed to synthesize it. The reactants are: [Cl:1][C:2]1[CH:7]=[CH:6][C:5]([C:8]2[C:12]([CH2:13][O:14][C:15]3[CH:23]=[CH:22][C:18]([C:19]([OH:21])=O)=[CH:17][N:16]=3)=[C:11]([CH3:24])[O:10][N:9]=2)=[CH:4][CH:3]=1.[NH2:25][C:26](C)([CH3:29])[CH2:27][OH:28]. (5) Given the product [CH2:33]([NH:40][C:13](=[O:15])[C@H:12]([NH:11][C:9]([O:8][CH2:1][C:2]1[CH:3]=[CH:4][CH:5]=[CH:6][CH:7]=1)=[O:10])[CH2:16][OH:17])[C:34]1[CH:39]=[CH:38][CH:37]=[CH:36][CH:35]=1, predict the reactants needed to synthesize it. The reactants are: [CH2:1]([O:8][C:9]([NH:11][C@H:12]([CH2:16][OH:17])[C:13]([OH:15])=O)=[O:10])[C:2]1[CH:7]=[CH:6][CH:5]=[CH:4][CH:3]=1.CN1CCOCC1.ClC(OCC(C)C)=O.[CH2:33]([NH2:40])[C:34]1[CH:39]=[CH:38][CH:37]=[CH:36][CH:35]=1.